This data is from Forward reaction prediction with 1.9M reactions from USPTO patents (1976-2016). The task is: Predict the product of the given reaction. (1) Given the reactants I[C:2]1[C:10]2[C:5](=[CH:6][CH:7]=[C:8]([N+:11]([O-:13])=[O:12])[CH:9]=2)[N:4]([C:14]([O:16][C:17]([CH3:20])([CH3:19])[CH3:18])=[O:15])[N:3]=1.C(N(CC)CC)C.[C:28]([O:32][CH3:33])(=[O:31])[CH:29]=[CH2:30], predict the reaction product. The product is: [CH3:33][O:32][C:28](=[O:31])[CH:29]=[CH:30][C:2]1[C:10]2[C:5](=[CH:6][CH:7]=[C:8]([N+:11]([O-:13])=[O:12])[CH:9]=2)[N:4]([C:14]([O:16][C:17]([CH3:20])([CH3:19])[CH3:18])=[O:15])[N:3]=1. (2) Given the reactants [Cl:1][C:2]1[CH:8]=[CH:7][C:5]([NH2:6])=[CH:4][CH:3]=1.[CH:9]([CH:13]([C:19](OCC)=[O:20])[C:14](OCC)=[O:15])([CH2:11][CH3:12])[CH3:10], predict the reaction product. The product is: [CH:9]([C:13]1[C:14](=[O:15])[NH:6][C:5]2[C:7]([C:19]=1[OH:20])=[CH:8][C:2]([Cl:1])=[CH:3][CH:4]=2)([CH2:11][CH3:12])[CH3:10].